Binary Classification. Given a miRNA mature sequence and a target amino acid sequence, predict their likelihood of interaction. From a dataset of Experimentally validated miRNA-target interactions with 360,000+ pairs, plus equal number of negative samples. (1) The miRNA is mmu-miR-466f-3p with sequence CAUACACACACACAUACACAC. The protein sequence of the target gene is MDVSLCPAKCSFWRIFLLGSVWLDYVGSVLACPANCVCSKTEINCRRPDDGNLFPLLEGQDSGNSNGNASINITDISRNITSIHIENWRGLHTLNAVDMELYTGLQKLTIKNSGLRNIQPRAFAKNPHLRYINLSSNRLTTLSWQLFQTLSLRELRLEQNFFNCSCDIRWMQLWQEQGEARLDSQSLYCISADGSQLPLFRMNISQCDLPEISVSHVNLTVREGDNAVITCNGSGSPLPDVDWIVTGLQSINTHQTNLNWTNVHAINLTLVNVTSEDNGFTLTCIAENVVGMSNASVALT.... Result: 1 (interaction). (2) The miRNA is mmu-miR-5136 with sequence AUAUGCGAGGGAACUACUGG. The protein sequence of the target gene is MHVCCPPVTLEQDLHRKMHSWMLQTLAFAVTSLVLSCAETIDYYGEICDNACPCEEKDGILTVSCENRGIISLSEISPPRFPIYHLLLSGNLLSRLYPNEFVNYTGASILHLGSNVIQDIETGAFHGLRGLRRLHLNNNKLELLRDDTFLGLENLEYLQVDYNYISVIEPNAFGKLHMLQVLILNDNLLSGLPNNLFRFVPLTHLDLRGNRLKLLPYVGLLQHMDKVVELQLEENPWNCSCELISLKDWLDSISYSALVGDVVCETPFRLHGRDLDEVSKQELCPRKLISDYEMRPQTPL.... Result: 0 (no interaction). (3) The protein sequence of the target gene is MLSAIYTVLAGLLFLPLLVNLCCPYFFQDIGYFLKVAAVGRRVRSYGKRRPARTILRAFLEKARQTPHKPFLLFRDETLTYAQVDRRSNQVARALHDHLGLRQGDCVALLMGNEPAYVWLWLGLVKLGCAMACLNYNIRAKSLLHCFQCCGAKVLLVSPELQAAVEEILPSLKKDDVSIYYVSRTSNTDGIDSFLDKVDEVSTEPIPESWRSEVTFSTPALYIYTSGTTGLPKAAMITHQRIWYGTGLTFVSGLKADDVIYITLPFYHSAALLIGIHGCIVAGATLALRTKFSASQFWDD.... The miRNA is gga-miR-221-3p with sequence AGCUACAUUGUCUGCUGGGUUUC. Result: 0 (no interaction).